Dataset: Cav3 T-type calcium channel HTS with 100,875 compounds. Task: Binary Classification. Given a drug SMILES string, predict its activity (active/inactive) in a high-throughput screening assay against a specified biological target. (1) The drug is Clc1c(n(nc1C(F)(F)F)CC(=O)NCc1ccccc1)C. The result is 0 (inactive). (2) The drug is O(c1cc(CNn2nnnc2N)ccc1)Cc1ccccc1. The result is 0 (inactive).